From a dataset of Forward reaction prediction with 1.9M reactions from USPTO patents (1976-2016). Predict the product of the given reaction. (1) The product is: [C:14]([O:22][CH2:23][N:5]1[C:6]([C:9]([O:11][CH2:12][CH3:13])=[O:10])=[CH:7][C:8]2[O:1][CH:2]=[CH:3][C:4]1=2)(=[O:21])[C:15]1[CH:20]=[CH:19][CH:18]=[CH:17][CH:16]=1. Given the reactants [O:1]1[C:8]2[CH:7]=[C:6]([C:9]([O:11][CH2:12][CH3:13])=[O:10])[NH:5][C:4]=2[CH:3]=[CH:2]1.[C:14]([O:22][CH2:23]Cl)(=[O:21])[C:15]1[CH:20]=[CH:19][CH:18]=[CH:17][CH:16]=1, predict the reaction product. (2) Given the reactants Br[C:2]1[N:6]2[CH:7]=[CH:8][C:9]([C:12]([OH:15])([CH3:14])[CH3:13])=[C:10]([F:11])[C:5]2=[N:4][CH:3]=1.[F:16][C:17]1[CH:22]=[CH:21][CH:20]=[C:19]([C:23]2[CH:28]=[C:27](B3OCC(C)(C)CO3)[CH:26]=[CH:25][C:24]=2[F:37])[C:18]=1[C:38]#[N:39], predict the reaction product. The product is: [F:16][C:17]1[CH:22]=[CH:21][CH:20]=[C:19]([C:23]2[CH:28]=[C:27]([C:2]3[N:6]4[CH:7]=[CH:8][C:9]([C:12]([OH:15])([CH3:14])[CH3:13])=[C:10]([F:11])[C:5]4=[N:4][CH:3]=3)[CH:26]=[CH:25][C:24]=2[F:37])[C:18]=1[C:38]#[N:39]. (3) The product is: [CH2:9]([O:11][C:12]([C:14]1[N:15]([C:38]2[CH:39]=[CH:40][C:35]([O:34][CH:31]([CH3:33])[CH3:32])=[CH:36][CH:37]=2)[C:16]2[C:21]([CH:22]=1)=[CH:20][CH:19]=[C:18]([O:23][CH2:24][C:25]1[CH:30]=[CH:29][CH:28]=[CH:27][CH:26]=1)[CH:17]=2)=[O:13])[CH3:10]. Given the reactants [O-]P([O-])([O-])=O.[K+].[K+].[K+].[CH2:9]([O:11][C:12]([C:14]1[NH:15][C:16]2[C:21]([CH:22]=1)=[CH:20][CH:19]=[C:18]([O:23][CH2:24][C:25]1[CH:30]=[CH:29][CH:28]=[CH:27][CH:26]=1)[CH:17]=2)=[O:13])[CH3:10].[CH:31]([O:34][C:35]1[CH:40]=[CH:39][C:38](Br)=[CH:37][CH:36]=1)([CH3:33])[CH3:32].CN(C)CCN, predict the reaction product. (4) The product is: [Cl:1][C:2]1[CH:7]=[CH:6][C:5]([S:8][C:9]2[N:13]([CH3:14])[C:12]([I:39])=[N:11][C:10]=2[C:15]2[CH:20]=[CH:19][C:18]([S:21]([CH3:24])(=[O:23])=[O:22])=[CH:17][CH:16]=2)=[CH:4][CH:3]=1. Given the reactants [Cl:1][C:2]1[CH:7]=[CH:6][C:5]([S:8][C:9]2[N:13]([CH3:14])[CH:12]=[N:11][C:10]=2[C:15]2[CH:20]=[CH:19][C:18]([S:21]([CH3:24])(=[O:23])=[O:22])=[CH:17][CH:16]=2)=[CH:4][CH:3]=1.C(O)(C(F)(F)F)=O.C1C(=O)N([I:39])C(=O)C1, predict the reaction product. (5) Given the reactants CS(Cl)(=O)=O.CS([O-])(=O)=O.[F:11][C:12]1[CH:17]=[CH:16][C:15]([C:18]2[NH:22][C:21](=[S:23])[N:20]([CH2:24][CH2:25]O)[C:19]=2[C:27]2[CH:32]=[CH:31][N:30]=[C:29]([NH:33][C:34](=[O:36])[CH3:35])[CH:28]=2)=[CH:14][CH:13]=1, predict the reaction product. The product is: [F:11][C:12]1[CH:17]=[CH:16][C:15]([C:18]2[N:22]=[C:21]3[N:20]([C:19]=2[C:27]2[CH:32]=[CH:31][N:30]=[C:29]([NH:33][C:34](=[O:36])[CH3:35])[CH:28]=2)[CH2:24][CH2:25][S:23]3)=[CH:14][CH:13]=1. (6) Given the reactants [C:1]([C:3]1[CH:4]=[C:5]([NH:9][C:10]2[C:11]3[C:18]4[CH2:19][NH:20][CH2:21][C:17]=4[S:16][C:12]=3[N:13]=[CH:14][N:15]=2)[CH:6]=[CH:7][CH:8]=1)#[CH:2].Cl.[CH3:23][N:24]([CH3:31])[CH2:25]/[CH:26]=[CH:27]/[C:28](O)=[O:29], predict the reaction product. The product is: [CH3:23][N:24]([CH3:31])[CH2:25]/[CH:26]=[CH:27]/[C:28]([N:20]1[CH2:21][C:17]2[S:16][C:12]3[N:13]=[CH:14][N:15]=[C:10]([NH:9][C:5]4[CH:6]=[CH:7][CH:8]=[C:3]([C:1]#[CH:2])[CH:4]=4)[C:11]=3[C:18]=2[CH2:19]1)=[O:29]. (7) Given the reactants [O:1]1[CH:5]=[CH:4][C:3]([CH2:6][O:7][C:8]2[CH:15]=[CH:14][C:11]([CH:12]=O)=[CH:10][CH:9]=2)=[CH:2]1.[C:16]12([NH2:26])[CH2:25][CH:20]3[CH2:21][CH:22]([CH2:24][CH:18]([CH2:19]3)[CH2:17]1)[CH2:23]2, predict the reaction product. The product is: [C:16]12([NH:26][CH2:12][C:11]3[CH:14]=[CH:15][C:8]([O:7][CH2:6][C:3]4[CH:4]=[CH:5][O:1][CH:2]=4)=[CH:9][CH:10]=3)[CH2:23][CH:22]3[CH2:21][CH:20]([CH2:19][CH:18]([CH2:24]3)[CH2:17]1)[CH2:25]2. (8) Given the reactants [F:1][C:2]([F:16])([F:15])[C:3]1[CH:4]=[CH:5][C:6]2[O:10][C:9]([C:11]([OH:13])=O)=[CH:8][C:7]=2[CH:14]=1.[CH3:17][O:18][C:19]1[CH:25]=[C:24]([O:26][CH3:27])[CH:23]=[CH:22][C:20]=1[NH2:21].N1(O[P+](N(C)C)(N(C)C)N(C)C)C2C=CC=CC=2N=N1.C(N(CC)CC)C, predict the reaction product. The product is: [CH3:17][O:18][C:19]1[CH:25]=[C:24]([O:26][CH3:27])[CH:23]=[CH:22][C:20]=1[NH:21][C:11]([C:9]1[O:10][C:6]2[CH:5]=[CH:4][C:3]([C:2]([F:1])([F:16])[F:15])=[CH:14][C:7]=2[CH:8]=1)=[O:13].